This data is from Catalyst prediction with 721,799 reactions and 888 catalyst types from USPTO. The task is: Predict which catalyst facilitates the given reaction. (1) Reactant: F[C:2]1[CH:7]=[CH:6][C:5]([N+:8]([O-:10])=[O:9])=[CH:4][C:3]=1[CH3:11].[OH:12][CH:13]1[CH2:18][CH2:17][NH:16][CH2:15][CH2:14]1.C(=O)([O-])[O-].[K+].[K+]. Product: [CH3:11][C:3]1[CH:4]=[C:5]([N+:8]([O-:10])=[O:9])[CH:6]=[CH:7][C:2]=1[N:16]1[CH2:17][CH2:18][CH:13]([OH:12])[CH2:14][CH2:15]1. The catalyst class is: 9. (2) Reactant: ClC1C=CC(C2C([C:12]3C=C[C:19]4[C:14](=[CH:15][CH:16]=[C:17](C(O)=O)[CH:18]=4)[N:13]=3)=CC(OC)=CC=2)=CC=1.C[N:30](C(ON1N=NC2C=CC=CC1=2)=[N+](C)C)C.F[P-](F)(F)(F)(F)F.CCN(C(C)C)C(C)C. Product: [N:30]1[C:19]2[CH:18]=[CH:17][CH:16]=[CH:15][C:14]=2[NH:13][CH:12]=1. The catalyst class is: 3. (3) Reactant: [N:1]1([C:6]2[N:11]=[C:10]([CH:12]3[CH:16]([C:17]([OH:19])=O)[CH2:15][CH2:14][N:13]3[CH3:20])[CH:9]=[C:8]([CH3:21])[N:7]=2)[CH:5]=[CH:4][N:3]=[CH:2]1.CN(C(ON1N=NC2C=CC=CC1=2)=[N+](C)C)C.F[P-](F)(F)(F)(F)F.[O:46]1[C:51]2[CH:52]=[CH:53][C:54]([CH2:56][CH2:57][NH2:58])=[CH:55][C:50]=2[O:49][CH2:48][CH2:47]1.C(N(CC)CC)C. Product: [O:46]1[C:51]2[CH:52]=[CH:53][C:54]([CH2:56][CH2:57][NH:58][C:17]([CH:16]3[CH2:15][CH2:14][N:13]([CH3:20])[CH:12]3[C:10]3[CH:9]=[C:8]([CH3:21])[N:7]=[C:6]([N:1]4[CH:5]=[CH:4][N:3]=[CH:2]4)[N:11]=3)=[O:19])=[CH:55][C:50]=2[O:49][CH2:48][CH2:47]1. The catalyst class is: 39. (4) Reactant: FC(F)(F)C(O)=O.C([O:12][C:13]([CH2:15][N:16]([CH3:34])[S:17]([C:20]1[CH:29]=[CH:28][C:27]2[NH:26][C:25](=[O:30])[C:24]3[NH:31][CH:32]=[CH:33][C:23]=3[C:22]=2[CH:21]=1)(=[O:19])=[O:18])=[O:14])(C)(C)C.[CH2:35]([C:38]([O-:40])=[O:39])[CH2:36][CH3:37]. Product: [C:13]([CH2:15][N:16]([CH3:34])[S:17]([C:20]1[CH:29]=[CH:28][C:27]2[NH:26][C:25](=[O:30])[C:24]3[NH:31][CH:32]=[CH:33][C:23]=3[C:22]=2[CH:21]=1)(=[O:19])=[O:18])([OH:14])=[O:12].[CH2:35]([C:38]([O-:40])=[O:39])[CH2:36][CH3:37]. The catalyst class is: 68.